Dataset: Catalyst prediction with 721,799 reactions and 888 catalyst types from USPTO. Task: Predict which catalyst facilitates the given reaction. (1) Reactant: C([N:8]1[CH2:13][CH2:12][CH:11]([N:14]2[C:23]3[C:18](=[CH:19][N:20]=[C:21]4[N:26]([CH2:27][O:28][CH2:29][CH2:30][Si:31]([CH3:34])([CH3:33])[CH3:32])[CH:25]=[CH:24][C:22]4=3)[C:17](=[O:35])[CH:16]=[CH:15]2)[CH2:10][CH2:9]1)C1C=CC=CC=1.C(Cl)(Cl)Cl.CO. Product: [NH:8]1[CH2:13][CH2:12][CH:11]([N:14]2[C:23]3[C:18](=[CH:19][N:20]=[C:21]4[N:26]([CH2:27][O:28][CH2:29][CH2:30][Si:31]([CH3:33])([CH3:32])[CH3:34])[CH:25]=[CH:24][C:22]4=3)[C:17](=[O:35])[CH:16]=[CH:15]2)[CH2:10][CH2:9]1. The catalyst class is: 129. (2) Product: [CH3:49][N:47]1[C:46](=[O:50])[C:45]([CH3:51])=[CH:44][C:43]([C:22]2[CH:21]=[CH:20][C:19]([C@@H:17]([N:13]3[CH2:12][CH2:11][C@:10]([CH2:9][C:8]([OH:7])([CH3:40])[CH3:41])([C:34]4[CH:39]=[CH:38][CH:37]=[CH:36][CH:35]=4)[O:15][C:14]3=[O:16])[CH3:18])=[CH:24][CH:23]=2)=[N:48]1. Reactant: C([O-])([O-])=O.[Na+].[Na+].[OH:7][C:8]([CH3:41])([CH3:40])[CH2:9][C@@:10]1([C:34]2[CH:39]=[CH:38][CH:37]=[CH:36][CH:35]=2)[O:15][C:14](=[O:16])[N:13]([C@H:17]([C:19]2[CH:24]=[CH:23][C:22](B3OC(C)(C)C(C)(C)O3)=[CH:21][CH:20]=2)[CH3:18])[CH2:12][CH2:11]1.Cl[C:43]1[CH:44]=[C:45]([CH3:51])[C:46](=[O:50])[N:47]([CH3:49])[N:48]=1. The catalyst class is: 9. (3) Reactant: [OH:1][C:2]1[C:9]([CH3:10])=[C:8]([CH3:11])[C:5]([CH:6]=[O:7])=[C:4]([CH3:12])[C:3]=1[CH3:13].[H-].[Na+].[CH2:16](Br)[C:17]1[CH:22]=[CH:21][CH:20]=[CH:19][CH:18]=1.Cl. Product: [CH2:16]([O:1][C:2]1[C:3]([CH3:13])=[C:4]([CH3:12])[C:5]([CH:6]=[O:7])=[C:8]([CH3:11])[C:9]=1[CH3:10])[C:17]1[CH:22]=[CH:21][CH:20]=[CH:19][CH:18]=1. The catalyst class is: 9. (4) Reactant: [Br:1][C:2]1[C:3]([O:12][C@H:13]2[CH2:17][NH:16][C@H:15]([C:18]([OH:20])=[O:19])[CH2:14]2)=[N:4][C:5]2[C:10]([CH:11]=1)=[CH:9][CH:8]=[CH:7][CH:6]=2.C(O)(C(F)(F)F)=O.C(=O)([O-])[O-].[K+].[K+].[C:34](Cl)(=[O:50])[O:35][CH2:36][CH:37]1[C:49]2[CH:48]=[CH:47][CH:46]=[CH:45][C:44]=2[C:43]2[C:38]1=[CH:39][CH:40]=[CH:41][CH:42]=2. Product: [CH:48]1[C:49]2[CH:37]([CH2:36][O:35][C:34]([N:16]3[CH2:17][C@H:13]([O:12][C:3]4[C:2]([Br:1])=[CH:11][C:10]5[C:5](=[CH:6][CH:7]=[CH:8][CH:9]=5)[N:4]=4)[CH2:14][C@H:15]3[C:18]([OH:20])=[O:19])=[O:50])[C:38]3[C:43](=[CH:42][CH:41]=[CH:40][CH:39]=3)[C:44]=2[CH:45]=[CH:46][CH:47]=1. The catalyst class is: 38. (5) Reactant: [S:1]1[CH:5]=[CH:4][C:3]([CH2:6][C:7]([OH:9])=O)=[CH:2]1.[CH3:10][C:11]1(C)[O:18]C(=O)[CH2:15][C:13](=O)[O:12]1.C1CCC(N=C=NC2CCCCC2)CC1. Product: [O:9]=[C:7]([CH2:6][C:3]1[CH:4]=[CH:5][S:1][CH:2]=1)[CH2:10][C:11]([O:12][CH2:13][CH3:15])=[O:18]. The catalyst class is: 143. (6) Reactant: CC([O-])(C)C.[Na+].[C:7]1(I)[CH:12]=[CH:11][CH:10]=[CH:9][CH:8]=1.[SH:14][C:15]([CH3:18])([CH3:17])[CH3:16]. Product: [C:7]1([S:14][C:15]([CH3:18])([CH3:17])[CH3:16])[CH:12]=[CH:11][CH:10]=[CH:9][CH:8]=1. The catalyst class is: 718.